From a dataset of TCR-epitope binding with 47,182 pairs between 192 epitopes and 23,139 TCRs. Binary Classification. Given a T-cell receptor sequence (or CDR3 region) and an epitope sequence, predict whether binding occurs between them. The epitope is FVDGVPFVV. The TCR CDR3 sequence is CSVDSQGTDTQYF. Result: 1 (the TCR binds to the epitope).